This data is from Full USPTO retrosynthesis dataset with 1.9M reactions from patents (1976-2016). The task is: Predict the reactants needed to synthesize the given product. (1) Given the product [Cl:1][C:2]1[CH:3]=[CH:4][C:5]([S:21]([CH2:24][CH3:25])(=[O:23])=[O:22])=[C:6]([CH:20]=1)[NH:7][N:8]1[C:17](=[O:18])[C:16]2[C:11](=[CH:12][CH:13]=[C:14]([C:26]#[C:27][CH3:28])[CH:15]=2)[N:10]=[CH:9]1, predict the reactants needed to synthesize it. The reactants are: [Cl:1][C:2]1[CH:3]=[CH:4][C:5]([S:21]([CH2:24][CH3:25])(=[O:23])=[O:22])=[C:6]([CH:20]=1)[NH:7][N:8]1[C:17](=[O:18])[C:16]2[C:11](=[CH:12][CH:13]=[C:14](I)[CH:15]=2)[N:10]=[CH:9]1.[CH2:26]([Sn](CCCC)(CCCC)C#CC)[CH2:27][CH2:28]C.O.C(OCC)(=O)C. (2) Given the product [CH2:22]([C:19]1[O:18][C:17]([CH2:16][CH2:15][NH2:14])=[N:21][CH:20]=1)[CH3:23], predict the reactants needed to synthesize it. The reactants are: C([O-])=O.[NH4+].C(OC(=O)[NH:14][CH2:15][CH2:16][C:17]1[O:18][C:19]([CH2:22][CH3:23])=[CH:20][N:21]=1)C1C=CC=CC=1.